Task: Predict the reactants needed to synthesize the given product.. Dataset: Full USPTO retrosynthesis dataset with 1.9M reactions from patents (1976-2016) Given the product [CH3:1][N:2]([CH3:32])[C:3]([C:5]1[N:26]([CH:27]2[CH2:31][CH2:30][CH2:29][CH2:28]2)[C:8]2[N:9]=[C:10]([NH:13][C:14]3[N:19]=[N:9][C:8]([N:26]4[CH2:45][CH2:43][N:2]([CH:51]([CH3:53])[CH3:50])[CH2:3][CH2:5]4)=[CH:16][CH:15]=3)[N:11]=[CH:12][C:7]=2[CH:6]=1)=[O:4], predict the reactants needed to synthesize it. The reactants are: [CH3:1][N:2]([CH3:32])[C:3]([C:5]1[N:26]([CH:27]2[CH2:31][CH2:30][CH2:29][CH2:28]2)[C:8]2[N:9]=[C:10]([NH:13][C:14]3[N:19]=CC(C4CCNCC4)=[CH:16][CH:15]=3)[N:11]=[CH:12][C:7]=2[CH:6]=1)=[O:4].[BH-](O[C:43]([CH3:45])=O)(OC(C)=O)OC(C)=O.[Na+].ClCCl.[CH3:50][C:51]([CH3:53])=O.